This data is from Reaction yield outcomes from USPTO patents with 853,638 reactions. The task is: Predict the reaction yield, written as a fraction of the theoretical maximum amount of product (1.0 means a 100% yield; for example, 0.34 means a 34% yield). (1) The reactants are [Br:1][C:2]1[CH:3]=[C:4]([C:8]2[C:17]3[C:12](=[N:13][CH:14]=[C:15]([C:18]4([C:23]5[CH:28]=[CH:27][C:26]([Cl:29])=[CH:25][CH:24]=5)OCC[O:19]4)[CH:16]=3)[N:11]([CH3:30])[C:10](=[O:31])[CH:9]=2)[CH:5]=[CH:6][CH:7]=1.Cl. The catalyst is O1CCOCC1. The product is [Br:1][C:2]1[CH:3]=[C:4]([C:8]2[C:17]3[C:12](=[N:13][CH:14]=[C:15]([C:18](=[O:19])[C:23]4[CH:28]=[CH:27][C:26]([Cl:29])=[CH:25][CH:24]=4)[CH:16]=3)[N:11]([CH3:30])[C:10](=[O:31])[CH:9]=2)[CH:5]=[CH:6][CH:7]=1. The yield is 0.880. (2) The product is [Cl:1][C:2]1[C:7]([O:8][CH3:9])=[CH:6][C:5]([N+:14]([O-:16])=[O:15])=[C:4]([NH:10][C:11](=[O:13])[CH3:12])[CH:3]=1. The reactants are [Cl:1][C:2]1[CH:3]=[C:4]([NH:10][C:11](=[O:13])[CH3:12])[CH:5]=[CH:6][C:7]=1[O:8][CH3:9].[N+:14]([O-])([OH:16])=[O:15]. The catalyst is S(=O)(=O)(O)O. The yield is 0.240. (3) The catalyst is C(Cl)Cl. The reactants are [Br:1][C:2]1[C:11]2[C:6](=[CH:7][CH:8]=[CH:9][CH:10]=2)[CH:5]=[C:4]([S:12]([C:14]2[CH:19]=[CH:18][C:17]([F:20])=[CH:16][CH:15]=2)=[O:13])[N:3]=1.C1C=C(Cl)C=C(C(OO)=[O:29])C=1. The product is [Br:1][C:2]1[C:11]2[C:6](=[CH:7][CH:8]=[CH:9][CH:10]=2)[CH:5]=[C:4]([S:12]([C:14]2[CH:19]=[CH:18][C:17]([F:20])=[CH:16][CH:15]=2)(=[O:29])=[O:13])[N:3]=1. The yield is 0.960. (4) The reactants are C(OC(=O)[NH:7][CH:8]1[CH2:13][CH2:12][N:11]([S:14]([CH3:17])(=[O:16])=[O:15])[CH2:10][CH2:9]1)(C)(C)C.[F:19][C:20]([F:25])([F:24])[C:21]([OH:23])=[O:22]. The catalyst is C(Cl)Cl. The product is [F:19][C:20]([F:25])([F:24])[C:21]([OH:23])=[O:22].[CH3:17][S:14]([N:11]1[CH2:10][CH2:9][CH:8]([NH2:7])[CH2:13][CH2:12]1)(=[O:16])=[O:15]. The yield is 1.00. (5) The reactants are BrC1C=C[C:5](O)=[C:6]([C:8]2[CH:17]=[CH:16][C:15]3[C:10](=[CH:11][CH:12]=[C:13]([C:18]4[N:22]([CH:23]5[CH2:28][CH2:27][CH2:26][CH2:25][CH2:24]5)[C:21]5[CH:29]=[CH:30][C:31]([C:33]([OH:35])=[O:34])=[CH:32][C:20]=5[N:19]=4)[CH:14]=3)[N:9]=2)C=1.[N:37]1C=C[N:40]=[CH:39][C:38]=1C(=O)C.[OH-].[K+]. The catalyst is C(O)C. The product is [CH:23]1([N:22]2[C:21]3[CH:29]=[CH:30][C:31]([C:33]([OH:35])=[O:34])=[CH:32][C:20]=3[N:19]=[C:18]2[C:13]2[CH:14]=[C:15]3[C:10](=[CH:11][CH:12]=2)[N:9]=[C:8]([C:6]2[CH:5]=[N:40][CH:39]=[CH:38][N:37]=2)[CH:17]=[CH:16]3)[CH2:28][CH2:27][CH2:26][CH2:25][CH2:24]1. The yield is 0.100. (6) The product is [CH3:21][C:5]1[CH:4]=[C:3]([C:22]2[CH:27]=[CH:26][CH:25]=[C:24]([C:28]([F:31])([F:30])[F:29])[CH:23]=2)[C:2]([N:1]([S:40]([CH3:39])(=[O:42])=[O:41])[S:40]([CH3:39])(=[O:42])=[O:41])=[N:7][C:6]=1[C:8]([N:10]1[CH2:15][CH2:14][CH:13]([N:16]2[CH2:17][CH2:18][CH2:19][CH2:20]2)[CH2:12][CH2:11]1)=[O:9]. The catalyst is CN(C=O)C.CN(C1C=CN=CC=1)C. The yield is 0.440. The reactants are [NH2:1][C:2]1[N:7]=[C:6]([C:8]([N:10]2[CH2:15][CH2:14][CH:13]([N:16]3[CH2:20][CH2:19][CH2:18][CH2:17]3)[CH2:12][CH2:11]2)=[O:9])[C:5]([CH3:21])=[CH:4][C:3]=1[C:22]1[CH:27]=[CH:26][CH:25]=[C:24]([C:28]([F:31])([F:30])[F:29])[CH:23]=1.CCN(CC)CC.[CH3:39][S:40](Cl)(=[O:42])=[O:41]. (7) The reactants are C[Si]([N-][Si](C)(C)C)(C)C.[Li+].[C:11]([O:14][C:15]([CH3:18])([CH3:17])[CH3:16])(=[O:13])[CH3:12].[OH:19][C:20]1[CH:29]=[CH:28][C:27]([O:30][CH3:31])=[CH:26][C:21]=1[C:22](OC)=[O:23]. The catalyst is O1CCCC1. The product is [OH:19][C:20]1[CH:29]=[CH:28][C:27]([O:30][CH3:31])=[CH:26][C:21]=1[C:22](=[O:23])[CH2:12][C:11]([O:14][C:15]([CH3:18])([CH3:17])[CH3:16])=[O:13]. The yield is 0.820. (8) The reactants are [OH:1][CH2:2][CH2:3][N:4]1[CH2:9][CH2:8][N:7]([C:10]2[N:11]([C:21]3[CH:26]=[CH:25][CH:24]=[CH:23][CH:22]=3)[C:12]3[C:17]([C:18]=2[CH:19]=[O:20])=[CH:16][CH:15]=[CH:14][CH:13]=3)[CH2:6][CH2:5]1.[P:27](Cl)([O:32][CH2:33][CH3:34])([O:29][CH2:30][CH3:31])=[O:28]. No catalyst specified. The product is [CH:19]([C:18]1[C:17]2[C:12](=[CH:13][CH:14]=[CH:15][CH:16]=2)[N:11]([C:21]2[CH:26]=[CH:25][CH:24]=[CH:23][CH:22]=2)[C:10]=1[N:7]1[CH2:6][CH2:5][N:4]([CH2:3][CH2:2][O:1][P:27](=[O:28])([O:32][CH2:33][CH3:34])[O:29][CH2:30][CH3:31])[CH2:9][CH2:8]1)=[O:20]. The yield is 0.710. (9) The reactants are [OH:1][CH:2]([C:4]1[CH:38]=[CH:37][C:7]([CH2:8][N:9]2[C:14](=[O:15])[C:13]([CH2:16][C:17]3[CH:22]=[CH:21][C:20]([C:23]4[C:24]([C:29]#[N:30])=[CH:25][CH:26]=[CH:27][CH:28]=4)=[CH:19][CH:18]=3)=[C:12]([CH2:31][CH2:32][CH3:33])[N:11]3[N:34]=[CH:35][N:36]=[C:10]23)=[CH:6][CH:5]=1)[CH3:3].N1C(C)=CC=CC=1C.O1CCCC1.FC(F)(F)S(O[Si:58]([C:61]([CH3:64])([CH3:63])[CH3:62])([CH3:60])[CH3:59])(=O)=O. The catalyst is C(OCC)(=O)C. The product is [Si:58]([O:1][CH:2]([C:4]1[CH:38]=[CH:37][C:7]([CH2:8][N:9]2[C:14](=[O:15])[C:13]([CH2:16][C:17]3[CH:22]=[CH:21][C:20]([C:23]4[C:24]([C:29]#[N:30])=[CH:25][CH:26]=[CH:27][CH:28]=4)=[CH:19][CH:18]=3)=[C:12]([CH2:31][CH2:32][CH3:33])[N:11]3[N:34]=[CH:35][N:36]=[C:10]23)=[CH:6][CH:5]=1)[CH3:3])([C:61]([CH3:64])([CH3:63])[CH3:62])([CH3:60])[CH3:59]. The yield is 1.00.